This data is from Full USPTO retrosynthesis dataset with 1.9M reactions from patents (1976-2016). The task is: Predict the reactants needed to synthesize the given product. (1) Given the product [NH:15]1[C:12]2=[N:13][CH:14]=[C:9]([C:20]3[N:25]=[C:24]([N:26]4[CH2:27][CH2:28][N:29]([CH2:32][CH2:33][OH:34])[CH2:30][CH2:31]4)[CH:23]=[N:22][CH:21]=3)[CH:10]=[C:11]2[CH:17]=[CH:16]1, predict the reactants needed to synthesize it. The reactants are: CC1(C)C(C)(C)OB([C:9]2[CH:10]=[C:11]3[CH:17]=[CH:16][NH:15][C:12]3=[N:13][CH:14]=2)O1.Cl[C:20]1[N:25]=[C:24]([N:26]2[CH2:31][CH2:30][N:29]([CH2:32][CH2:33][OH:34])[CH2:28][CH2:27]2)[CH:23]=[N:22][CH:21]=1.C([O-])([O-])=O.[Cs+].[Cs+]. (2) Given the product [F:40][C:41]1[CH:58]=[CH:57][C:44]([CH2:45][C:46]2[C:55]3[C:50](=[CH:51][CH:52]=[CH:53][CH:54]=3)[C:49](=[O:56])[NH:48][N:47]=2)=[CH:43][C:42]=1[C:59]([N:61]1[CH2:66][CH2:65][N:64]([C:3](=[O:5])[C:2]([CH3:1])([O:7][C:8]2[CH:13]=[CH:12][C:11]([C:14]([F:17])([F:16])[F:15])=[CH:10][N:9]=2)[CH3:6])[CH2:63][CH2:62]1)=[O:60], predict the reactants needed to synthesize it. The reactants are: [CH3:1][C:2]([O:7][C:8]1[CH:13]=[CH:12][C:11]([C:14]([F:17])([F:16])[F:15])=[CH:10][N:9]=1)([CH3:6])[C:3]([OH:5])=O.CN(C(ON1N=NC2C=CC=CC1=2)=[N+](C)C)C.[B-](F)(F)(F)F.[F:40][C:41]1[CH:58]=[CH:57][C:44]([CH2:45][C:46]2[C:55]3[C:50](=[CH:51][CH:52]=[CH:53][CH:54]=3)[C:49](=[O:56])[NH:48][N:47]=2)=[CH:43][C:42]=1[C:59]([N:61]1[CH2:66][CH2:65][NH:64][CH2:63][CH2:62]1)=[O:60].CCN(C(C)C)C(C)C. (3) Given the product [CH3:39][O:38][C:19]1[CH:20]=[C:21]2[C:16](=[CH:17][C:18]=1[O:40][CH3:41])[N:15]=[C:47]([CH:44]1[CH2:45][CH2:46][O:42][CH2:43]1)[N:23]=[C:22]2[N:24]1[CH2:25][CH2:26][N:27]([C:30]2[CH:35]=[CH:34][CH:33]=[CH:32][C:31]=2[O:36][CH3:37])[CH2:28][CH2:29]1, predict the reactants needed to synthesize it. The reactants are: C(OC(N1CCC(C2[N:23]=[C:22]([N:24]3[CH2:29][CH2:28][N:27]([C:30]4[CH:35]=[CH:34][CH:33]=[CH:32][C:31]=4[O:36][CH3:37])[CH2:26][CH2:25]3)[C:21]3[C:16](=[CH:17][C:18]([O:40][CH3:41])=[C:19]([O:38][CH3:39])[CH:20]=3)[N:15]=2)CC1)=O)(C)(C)C.[O:42]1[CH2:46][CH2:45][CH:44]([C:47](O)=O)[CH2:43]1. (4) Given the product [C:17]([O:21][C:22]([N:24]1[CH2:29][CH2:28][C:27]([C:9]2[S:8][C:7]3[CH:6]=[CH:5][CH:4]=[C:3]([O:2][CH3:1])[C:11]=3[CH:10]=2)([OH:30])[CH2:26][CH:25]1[CH3:31])=[O:23])([CH3:20])([CH3:18])[CH3:19], predict the reactants needed to synthesize it. The reactants are: [CH3:1][O:2][C:3]1[C:11]2[CH:10]=[CH:9][S:8][C:7]=2[CH:6]=[CH:5][CH:4]=1.[Li]CCCC.[C:17]([O:21][C:22]([N:24]1[CH2:29][CH2:28][C:27](=[O:30])[CH2:26][CH:25]1[CH3:31])=[O:23])([CH3:20])([CH3:19])[CH3:18]. (5) Given the product [CH2:67]([NH:68][CH2:69][C:70]1[S:74][C:73]([C:75]2[O:79][C:78]([C:80]3[C:81]([NH2:98])=[N:82][CH:83]=[C:84]([C:86]4[CH:91]=[CH:90][C:89]([S:92]([CH:95]([CH3:97])[CH3:96])(=[O:94])=[O:93])=[CH:88][CH:87]=4)[N:85]=3)=[N:77][N:76]=2)=[CH:72][CH:71]=1)[CH3:66], predict the reactants needed to synthesize it. The reactants are: C(S(C1C=CC(C2N=C(C3OC(C4SC(CNC)=CC=4)=NN=3)C(N)=NC=2)=CC=1)(=O)=O)(C)C.C(S(C1C=CC(C2N=C(C3OC(C4SC=C(CNC)C=4)=NN=3)C(N)=NC=2)=CC=1)(=O)=O)(C)C.F[CH:66](F)[CH2:67][NH:68][CH2:69][C:70]1[S:74][C:73]([C:75]2[O:79][C:78]([C:80]3[C:81]([NH2:98])=[N:82][CH:83]=[C:84]([C:86]4[CH:91]=[CH:90][C:89]([S:92]([CH:95]([CH3:97])[CH3:96])(=[O:94])=[O:93])=[CH:88][CH:87]=4)[N:85]=3)=[N:77][N:76]=2)=[CH:72][CH:71]=1.C(NCC1SC(C2OC(C3C(N)=NC=C(C4C=CC(S(C(C)C)(=O)=O)=CC=4)N=3)=NN=2)=CC=1)(C)C.